From a dataset of Reaction yield outcomes from USPTO patents with 853,638 reactions. Predict the reaction yield, written as a fraction of the theoretical maximum amount of product (1.0 means a 100% yield; for example, 0.34 means a 34% yield). The reactants are [CH2:1]([P:3]([CH2:6][CH2:7][OH:8])(=[O:5])[OH:4])[CH3:2].[O-]CCCC.[O-]CCCC.[O-]CCCC.[O-]CCCC.[Ti+4:29]. The catalyst is C1(C)C=CC=CC=1. The product is [Ti+4:29].[CH2:1]([P:3]([CH2:6][CH2:7][OH:8])(=[O:4])[O-:5])[CH3:2].[CH2:1]([P:3]([CH2:6][CH2:7][OH:8])(=[O:4])[O-:5])[CH3:2].[CH2:1]([P:3]([CH2:6][CH2:7][OH:8])(=[O:4])[O-:5])[CH3:2].[CH2:1]([P:3]([CH2:6][CH2:7][OH:8])(=[O:4])[O-:5])[CH3:2]. The yield is 0.910.